Dataset: Reaction yield outcomes from USPTO patents with 853,638 reactions. Task: Predict the reaction yield, written as a fraction of the theoretical maximum amount of product (1.0 means a 100% yield; for example, 0.34 means a 34% yield). (1) The reactants are [CH3:1][C:2]1[CH:7]=[CH:6][C:5]([S:8]([O:11][CH2:12][CH:13]2[CH2:17][C:16]3[C:18](Br)=[CH:19][CH:20]=[CH:21][C:15]=3[O:14]2)(=[O:10])=[O:9])=[CH:4][CH:3]=1.[C:23]1(B(O)O)[CH:28]=[CH:27][CH:26]=[CH:25][CH:24]=1.C(=O)([O-])[O-].[K+].[K+]. The catalyst is O1CCOCC1.C(OCC)C.CC1C=CC=CC=1[P](C1C=CC=CC=1C)([Pd](Cl)(Cl)[P](C1=C(C)C=CC=C1)(C1C=CC=CC=1C)C1C=CC=CC=1C)C1C=CC=CC=1C. The product is [CH3:1][C:2]1[CH:7]=[CH:6][C:5]([S:8]([O:11][CH2:12][CH:13]2[CH2:17][C:16]3[C:18]([C:23]4[CH:28]=[CH:27][CH:26]=[CH:25][CH:24]=4)=[CH:19][CH:20]=[CH:21][C:15]=3[O:14]2)(=[O:10])=[O:9])=[CH:4][CH:3]=1. The yield is 0.730. (2) The reactants are [Cl:1][C:2]1[CH:10]=[CH:9][CH:8]=[C:7]2[C:3]=1[CH:4]=[C:5]([C:11]([OH:13])=O)[NH:6]2.F[P-](F)(F)(F)(F)F.[N:21]1([O:30][C:31](N(C)C)=[N+](C)C)[C:25]2C=CC=CC=2N=N1.C(N(CC)CC)C.Cl.CNOC. The catalyst is CN(C)C=O. The product is [Cl:1][C:2]1[CH:10]=[CH:9][CH:8]=[C:7]2[C:3]=1[CH:4]=[C:5]([C:11]([N:21]([O:30][CH3:31])[CH3:25])=[O:13])[NH:6]2. The yield is 0.290. (3) The reactants are [NH:1]1[CH2:4][CH:3]([O:5][C:6]2[CH:11]=[CH:10][C:9]([CH2:12][N:13]([CH3:15])[CH3:14])=[C:8]([CH3:16])[CH:7]=2)[CH2:2]1.[C:17]1([C:23]2[O:27][C:26]([C:28](OCC)=[O:29])=[N:25][N:24]=2)[CH:22]=[CH:21][CH:20]=[CH:19][CH:18]=1. No catalyst specified. The product is [CH3:14][N:13]([CH2:12][C:9]1[CH:10]=[CH:11][C:6]([O:5][CH:3]2[CH2:2][N:1]([C:28]([C:26]3[O:27][C:23]([C:17]4[CH:18]=[CH:19][CH:20]=[CH:21][CH:22]=4)=[N:24][N:25]=3)=[O:29])[CH2:4]2)=[CH:7][C:8]=1[CH3:16])[CH3:15]. The yield is 0.930. (4) The product is [CH:1]1([C:4]2[N:9]=[CH:8][C:7]([C:10]3[CH:15]=[CH:14][N:13]=[C:12]([C:16]([NH:18][C:19]4[CH:24]=[CH:23][CH:22]=[C:21]([C:25]5[N:45]([C@@H:43]([CH3:44])[CH2:42][O:41][CH3:40])[CH:29]=[N:28][N:27]=5)[N:20]=4)=[O:17])[CH:11]=3)=[CH:6][CH:5]=2)[CH2:2][CH2:3]1. The yield is 0.630. The catalyst is C1(C)C=CC=CC=1. The reactants are [CH:1]1([C:4]2[N:9]=[CH:8][C:7]([C:10]3[CH:15]=[CH:14][N:13]=[C:12]([C:16]([NH:18][C:19]4[CH:24]=[CH:23][CH:22]=[C:21]([C:25]([NH:27][NH2:28])=O)[N:20]=4)=[O:17])[CH:11]=3)=[CH:6][CH:5]=2)[CH2:3][CH2:2]1.[CH3:29]N(C)C=O.CN(C)C(=O)C.[CH3:40][O:41][CH2:42][C@@H:43]([NH2:45])[CH3:44].C(O)(=O)C. (5) The reactants are [F:1][C:2]1[CH:3]=[C:4]([C:8]2[CH:16]=[CH:15][CH:14]=[C:13]3[C:9]=2[CH2:10][C:11](=[O:17])[NH:12]3)[CH:5]=[CH:6][CH:7]=1.[CH2:18]([N:20]([CH2:35][CH3:36])[CH2:21][CH2:22][NH:23][C:24]([C:26]1[C:30]([CH3:31])=[C:29]([CH:32]=O)[NH:28][C:27]=1[CH3:34])=[O:25])[CH3:19]. The catalyst is C(O)C.N1CCCCC1. The product is [CH2:35]([N:20]([CH2:18][CH3:19])[CH2:21][CH2:22][NH:23][C:24]([C:26]1[C:30]([CH3:31])=[C:29]([CH:32]=[C:10]2[C:9]3[C:13](=[CH:14][CH:15]=[CH:16][C:8]=3[C:4]3[CH:5]=[CH:6][CH:7]=[C:2]([F:1])[CH:3]=3)[NH:12][C:11]2=[O:17])[NH:28][C:27]=1[CH3:34])=[O:25])[CH3:36]. The yield is 0.590. (6) The reactants are [O:1]=[CH:2]/[CH:3]=[CH:4]/[C:5]([O:7][CH2:8][CH3:9])=[O:6].[CH3:10][O:11][C:12]1[CH:17]=[CH:16][C:15]([S:18]([N:21]=[CH:22]/[CH:23]=[CH:24]/[C:25]2[CH:30]=[CH:29][C:28]([O:31][CH3:32])=[CH:27][CH:26]=2)(=[O:20])=[O:19])=[CH:14][CH:13]=1. The catalyst is C(Cl)(Cl)Cl. The product is [CH3:32][O:31][C:28]1[CH:29]=[CH:30][C:25]([C@H:24]2[CH:23]=[CH:22][N:21]([S:18]([C:15]3[CH:14]=[CH:13][C:12]([O:11][CH3:10])=[CH:17][CH:16]=3)(=[O:20])=[O:19])[C:2](=[O:1])[C@H:3]2[CH2:4][C:5]([O:7][CH2:8][CH3:9])=[O:6])=[CH:26][CH:27]=1. The yield is 0.810. (7) The reactants are [CH3:1][CH:2]1[CH2:7][CH2:6][CH2:5][CH2:4][CH:3]1[NH:8][C:9]1[C:10]2[N:11]([CH:17]=[CH:18][CH:19]=2)[N:12]=[CH:13][C:14]=1[C:15]#[N:16].[NH2:20][OH:21]. The catalyst is C(O)C. The product is [OH:21][NH:20][C:15]([C:14]1[CH:13]=[N:12][N:11]2[CH:17]=[CH:18][CH:19]=[C:10]2[C:9]=1[NH:8][CH:3]1[CH2:4][CH2:5][CH2:6][CH2:7][CH:2]1[CH3:1])=[NH:16]. The yield is 0.740.